From a dataset of NCI-60 drug combinations with 297,098 pairs across 59 cell lines. Regression. Given two drug SMILES strings and cell line genomic features, predict the synergy score measuring deviation from expected non-interaction effect. Drug 1: C1CCC(CC1)NC(=O)N(CCCl)N=O. Drug 2: CS(=O)(=O)CCNCC1=CC=C(O1)C2=CC3=C(C=C2)N=CN=C3NC4=CC(=C(C=C4)OCC5=CC(=CC=C5)F)Cl. Cell line: SK-MEL-2. Synergy scores: CSS=-3.89, Synergy_ZIP=-4.53, Synergy_Bliss=-10.0, Synergy_Loewe=-13.7, Synergy_HSA=-13.2.